From a dataset of Catalyst prediction with 721,799 reactions and 888 catalyst types from USPTO. Predict which catalyst facilitates the given reaction. (1) Reactant: CCN(C(C)C)C(C)C.[CH3:10][C:11]1[CH:19]=[CH:18][CH:17]=[CH:16][C:12]=1[C:13]([OH:15])=O.CCN=C=NCCCN(C)C.C1C=CC2N(O)N=NC=2C=1.[O:41]=[C:42]([N:60]1[CH2:65][CH2:64][NH:63][CH2:62][CH2:61]1)[CH2:43][NH:44][C:45](=[O:59])[C:46]1[CH:51]=[CH:50][C:49]([O:52][C:53]2[CH:58]=[CH:57][CH:56]=[CH:55][CH:54]=2)=[CH:48][CH:47]=1. Product: [CH3:10][C:11]1[CH:19]=[CH:18][CH:17]=[CH:16][C:12]=1[C:13]([N:63]1[CH2:64][CH2:65][N:60]([C:42](=[O:41])[CH2:43][NH:44][C:45](=[O:59])[C:46]2[CH:47]=[CH:48][C:49]([O:52][C:53]3[CH:54]=[CH:55][CH:56]=[CH:57][CH:58]=3)=[CH:50][CH:51]=2)[CH2:61][CH2:62]1)=[O:15]. The catalyst class is: 18. (2) Reactant: C([O:8][CH2:9][CH2:10][CH2:11][CH2:12][O:13][C:14]1[CH:15]=[CH:16][C:17]2[CH:23]=[CH:22][NH:21][C:20](=[O:24])[NH:19][C:18]=2[N:25]=1)C1C=CC=CC=1. Product: [OH:8][CH2:9][CH2:10][CH2:11][CH2:12][O:13][C:14]1[CH:15]=[CH:16][C:17]2[CH2:23][CH2:22][NH:21][C:20](=[O:24])[NH:19][C:18]=2[N:25]=1. The catalyst class is: 19.